From a dataset of NCI-60 drug combinations with 297,098 pairs across 59 cell lines. Regression. Given two drug SMILES strings and cell line genomic features, predict the synergy score measuring deviation from expected non-interaction effect. (1) Drug 2: CC1=C2C(C(=O)C3(C(CC4C(C3C(C(C2(C)C)(CC1OC(=O)C(C(C5=CC=CC=C5)NC(=O)OC(C)(C)C)O)O)OC(=O)C6=CC=CC=C6)(CO4)OC(=O)C)O)C)O. Drug 1: CC12CCC3C(C1CCC2O)C(CC4=C3C=CC(=C4)O)CCCCCCCCCS(=O)CCCC(C(F)(F)F)(F)F. Cell line: SF-268. Synergy scores: CSS=10.1, Synergy_ZIP=2.38, Synergy_Bliss=9.60, Synergy_Loewe=-6.24, Synergy_HSA=-4.14. (2) Drug 1: CCC1=CC2CC(C3=C(CN(C2)C1)C4=CC=CC=C4N3)(C5=C(C=C6C(=C5)C78CCN9C7C(C=CC9)(C(C(C8N6C)(C(=O)OC)O)OC(=O)C)CC)OC)C(=O)OC.C(C(C(=O)O)O)(C(=O)O)O. Drug 2: COC1=CC(=CC(=C1O)OC)C2C3C(COC3=O)C(C4=CC5=C(C=C24)OCO5)OC6C(C(C7C(O6)COC(O7)C8=CC=CS8)O)O. Cell line: NCI/ADR-RES. Synergy scores: CSS=4.25, Synergy_ZIP=-0.257, Synergy_Bliss=1.45, Synergy_Loewe=2.23, Synergy_HSA=2.10. (3) Drug 1: COC1=NC(=NC2=C1N=CN2C3C(C(C(O3)CO)O)O)N. Drug 2: CC1=C(C(=CC=C1)Cl)NC(=O)C2=CN=C(S2)NC3=CC(=NC(=N3)C)N4CCN(CC4)CCO. Cell line: COLO 205. Synergy scores: CSS=11.0, Synergy_ZIP=-2.71, Synergy_Bliss=1.68, Synergy_Loewe=2.19, Synergy_HSA=2.25. (4) Drug 1: C1CN(CCN1C(=O)CCBr)C(=O)CCBr. Drug 2: C1CCC(C(C1)N)N.C(=O)(C(=O)[O-])[O-].[Pt+4]. Cell line: UO-31. Synergy scores: CSS=10.8, Synergy_ZIP=-6.28, Synergy_Bliss=-4.28, Synergy_Loewe=-13.3, Synergy_HSA=-6.61. (5) Drug 1: CN1CCC(CC1)COC2=C(C=C3C(=C2)N=CN=C3NC4=C(C=C(C=C4)Br)F)OC. Drug 2: C1CN(P(=O)(OC1)NCCCl)CCCl. Cell line: BT-549. Synergy scores: CSS=5.68, Synergy_ZIP=7.74, Synergy_Bliss=13.2, Synergy_Loewe=10.3, Synergy_HSA=10.8. (6) Drug 1: C1=C(C(=O)NC(=O)N1)N(CCCl)CCCl. Drug 2: C1C(C(OC1N2C=NC3=C2NC=NCC3O)CO)O. Cell line: COLO 205. Synergy scores: CSS=40.2, Synergy_ZIP=3.42, Synergy_Bliss=4.01, Synergy_Loewe=-3.35, Synergy_HSA=4.77. (7) Drug 1: C(CC(=O)O)C(=O)CN.Cl. Drug 2: C1C(C(OC1N2C=NC3=C2NC=NCC3O)CO)O. Cell line: SK-MEL-5. Synergy scores: CSS=22.1, Synergy_ZIP=-9.28, Synergy_Bliss=-4.71, Synergy_Loewe=-0.466, Synergy_HSA=-1.81. (8) Drug 1: CC12CCC(CC1=CCC3C2CCC4(C3CC=C4C5=CN=CC=C5)C)O. Drug 2: C1=C(C(=O)NC(=O)N1)F. Cell line: LOX IMVI. Synergy scores: CSS=35.2, Synergy_ZIP=-6.94, Synergy_Bliss=-8.77, Synergy_Loewe=-6.37, Synergy_HSA=-3.04.